Dataset: Full USPTO retrosynthesis dataset with 1.9M reactions from patents (1976-2016). Task: Predict the reactants needed to synthesize the given product. Given the product [CH3:10][O:9][C:7](=[O:8])[C:6]1[CH:11]=[CH:12][C:3]([CH:1]=[N:15][OH:14])=[CH:4][CH:5]=1, predict the reactants needed to synthesize it. The reactants are: [CH:1]([C:3]1[CH:12]=[CH:11][C:6]([C:7]([O:9][CH3:10])=[O:8])=[CH:5][CH:4]=1)=O.[Cl-].[OH:14][NH3+:15].